Dataset: Full USPTO retrosynthesis dataset with 1.9M reactions from patents (1976-2016). Task: Predict the reactants needed to synthesize the given product. (1) Given the product [NH2:31][C:29]1[S:30][C:13]2[C:12]([O:11][C@H:10]([CH3:32])[CH2:9][OH:8])=[N:17][C:16]([S:18][CH2:19][C:20]3[CH:25]=[CH:24][CH:23]=[C:22]([F:26])[C:21]=3[F:27])=[N:15][C:14]=2[N:28]=1, predict the reactants needed to synthesize it. The reactants are: [Si]([O:8][CH2:9][C@@H:10]([CH3:32])[O:11][C:12]1[C:13]2[S:30][C:29]([NH2:31])=[N:28][C:14]=2[N:15]=[C:16]([S:18][CH2:19][C:20]2[CH:25]=[CH:24][CH:23]=[C:22]([F:26])[C:21]=2[F:27])[N:17]=1)(C(C)(C)C)(C)C.C(Cl)Cl. (2) Given the product [ClH:25].[CH3:23][C:20]1([O:19][S:16](=[O:18])(=[O:17])[NH2:15])[CH2:22][CH2:21]1, predict the reactants needed to synthesize it. The reactants are: C(OC(=O)N[C@]1(C([NH:15][S:16]([O:19][C:20]2([CH3:23])[CH2:22][CH2:21]2)(=[O:18])=[O:17])=O)C[C@H]1C=C)(C)(C)C.[ClH:25].O1CCOCC1. (3) The reactants are: [F:1][C:2]1[CH:3]=[C:4]([OH:9])[CH:5]=[CH:6][C:7]=1[F:8].[CH2:10](Br)[C:11]1[CH:16]=[CH:15][CH:14]=[CH:13][CH:12]=1.C(=O)([O-])[O-].[K+].[K+]. Given the product [CH2:10]([O:9][C:4]1[CH:5]=[CH:6][C:7]([F:8])=[C:2]([F:1])[CH:3]=1)[C:11]1[CH:16]=[CH:15][CH:14]=[CH:13][CH:12]=1, predict the reactants needed to synthesize it. (4) Given the product [CH3:31][C:28]1[CH:29]=[CH:30][C:25]([C:23]2[N:5]([C:6]3[CH:7]=[N:8][CH:9]=[CH:10][CH:11]=3)[N:1]=[C:16]([C:15]([OH:14])=[O:32])[N:22]=2)=[N:26][CH:27]=1, predict the reactants needed to synthesize it. The reactants are: [N:1]([O-])=O.[Na+].[NH2:5][C:6]1[CH:7]=[N:8][CH:9]=[CH:10][CH:11]=1.C([O:14][C:15](=[O:32])[CH:16]([NH:22][C:23]([C:25]1[CH:30]=[CH:29][C:28]([CH3:31])=[CH:27][N:26]=1)=O)C(OCC)=O)C.C(=O)([O-])[O-].[K+].[K+].C[O-].[Na+].[OH-].[Na+]. (5) Given the product [CH3:18][C:1]1[CH:2]=[C:3]2[C:4]([CH:10]=[CH:9][C:8](=[O:17])[NH:7]2)=[CH:5][CH:6]=1, predict the reactants needed to synthesize it. The reactants are: [C:1]1([CH3:18])[CH:6]=[CH:5][CH:4]=[C:3]([NH:7][C:8](=[O:17])[CH:9]=[CH:10]C2C=CC=CC=2)[CH:2]=1.[Al+3].[Cl-].[Cl-].[Cl-].